Dataset: Reaction yield outcomes from USPTO patents with 853,638 reactions. Task: Predict the reaction yield, written as a fraction of the theoretical maximum amount of product (1.0 means a 100% yield; for example, 0.34 means a 34% yield). (1) The reactants are [Si:1]([O:8][C:9]1[CH:10]=[C:11]([CH:14]=[CH:15][CH:16]=1)[CH:12]=O)([C:4]([CH3:7])([CH3:6])[CH3:5])([CH3:3])[CH3:2].Cl.[NH2:18][C@@H:19]([CH2:24][OH:25])[C:20]([O:22][CH3:23])=[O:21].[O-]S([O-])(=O)=O.[Mg+2].[BH4-].[Na+]. The catalyst is C(Cl)Cl.C(N(CC)CC)C. The product is [Si:1]([O:8][C:9]1[CH:10]=[C:11]([CH:14]=[CH:15][CH:16]=1)[CH2:12][NH:18][C@@H:19]([CH2:24][OH:25])[C:20]([O:22][CH3:23])=[O:21])([C:4]([CH3:7])([CH3:6])[CH3:5])([CH3:3])[CH3:2]. The yield is 0.960. (2) The reactants are C(OC(=O)[NH:7][CH2:8][C:9]1[CH:14]=[CH:13][C:12]([C:15]([N:17]2[CH2:26][C:25]3[CH:24]=[N:23][N:22]([CH3:27])[C:21]=3[NH:20][C:19]3[CH:28]=[C:29]([Cl:32])[CH:30]=[CH:31][C:18]2=3)=[O:16])=[CH:11][C:10]=1[Cl:33])(C)(C)C.CC1C=C2N=C3C(=NC(NC3=O)=O)N(C[C@H](O)[C@H](O)[C@H](O)COP([O-])(O)=O)C2=CC=1C.[Na+].N1CCCC(=O)C2C=CC=CC1=2.Cl.O1CCOCC1. No catalyst specified. The product is [ClH:32].[NH2:7][CH2:8][C:9]1[CH:14]=[CH:13][C:12]([C:15]([N:17]2[CH2:26][C:25]3[CH:24]=[N:23][N:22]([CH3:27])[C:21]=3[NH:20][C:19]3[CH:28]=[C:29]([Cl:32])[CH:30]=[CH:31][C:18]2=3)=[O:16])=[CH:11][C:10]=1[Cl:33]. The yield is 1.00. (3) The reactants are Br[C:2]1[CH:3]=[C:4]([N:8]2[CH2:17][CH2:16][C:15]3[C:10](=[CH:11][CH:12]=[C:13]([Cl:18])[CH:14]=3)[C:9]2=[O:19])[CH:5]=[N:6][CH:7]=1.C([O-])([O-])=O.[K+].[K+].[NH:26]1[CH:30]=[C:29](B2OC(C)(C)C(C)(C)O2)[CH:28]=[N:27]1.O. The catalyst is O1CCOCC1.C1C=CC([P]([Pd]([P](C2C=CC=CC=2)(C2C=CC=CC=2)C2C=CC=CC=2)([P](C2C=CC=CC=2)(C2C=CC=CC=2)C2C=CC=CC=2)[P](C2C=CC=CC=2)(C2C=CC=CC=2)C2C=CC=CC=2)(C2C=CC=CC=2)C2C=CC=CC=2)=CC=1. The product is [Cl:18][C:13]1[CH:14]=[C:15]2[C:10](=[CH:11][CH:12]=1)[C:9](=[O:19])[N:8]([C:4]1[CH:5]=[N:6][CH:7]=[C:2]([C:29]3[CH:30]=[N:26][NH:27][CH:28]=3)[CH:3]=1)[CH2:17][CH2:16]2. The yield is 0.280.